The task is: Predict which catalyst facilitates the given reaction.. This data is from Catalyst prediction with 721,799 reactions and 888 catalyst types from USPTO. Reactant: [Br:1][C:2]1[CH:10]=[C:9]2[C:5]([C:6]([C:11]([O:13]C)=[O:12])=[CH:7][NH:8]2)=[CH:4][C:3]=1[C:15]1[CH:20]=[CH:19][C:18]([C:21]2[CH:26]=[CH:25][CH:24]=[CH:23][C:22]=2[OH:27])=[CH:17][CH:16]=1.[OH-].[Na+].Cl.O1CCOCC1. Product: [Br:1][C:2]1[CH:10]=[C:9]2[C:5]([C:6]([C:11]([OH:13])=[O:12])=[CH:7][NH:8]2)=[CH:4][C:3]=1[C:15]1[CH:16]=[CH:17][C:18]([C:21]2[CH:26]=[CH:25][CH:24]=[CH:23][C:22]=2[OH:27])=[CH:19][CH:20]=1. The catalyst class is: 5.